Dataset: Forward reaction prediction with 1.9M reactions from USPTO patents (1976-2016). Task: Predict the product of the given reaction. Given the reactants [Br:1][C:2]1[CH:3]=[CH:4][C:5]([OH:10])=[C:6]([CH:9]=1)[C:7]#[N:8].[H-].[Na+].Br[CH2:14][CH2:15][O:16][CH:17]1[CH2:22][CH2:21][CH2:20][CH2:19][O:18]1, predict the reaction product. The product is: [Br:1][C:2]1[CH:3]=[CH:4][C:5]([O:10][CH2:14][CH2:15][O:16][CH:17]2[CH2:22][CH2:21][CH2:20][CH2:19][O:18]2)=[C:6]([CH:9]=1)[C:7]#[N:8].